This data is from Reaction yield outcomes from USPTO patents with 853,638 reactions. The task is: Predict the reaction yield, written as a fraction of the theoretical maximum amount of product (1.0 means a 100% yield; for example, 0.34 means a 34% yield). (1) The reactants are [NH2:1][C:2]1[S:3][C:4]([CH3:12])=[C:5]([C:7](OCC)=[O:8])[N:6]=1.[CH3:13][NH2:14]. The catalyst is CCO. The product is [NH2:1][C:2]1[S:3][C:4]([CH3:12])=[C:5]([C:7]([NH:14][CH3:13])=[O:8])[N:6]=1. The yield is 0.620. (2) The reactants are [CH3:1][C:2]1[O:6][C:5]([C:7]2[CH:12]=[CH:11][CH:10]=[CH:9][CH:8]=2)=[N:4][C:3]=1[CH2:13][CH2:14][O:15]S(C1C=CC(C)=CC=1)(=O)=O.C([O:28][C:29](=[O:51])[C:30]([CH3:50])([O:39][C:40]1[CH:41]=[C:42]2[C:47](=[CH:48][CH:49]=1)[N:46]=[CH:45][CH:44]=[CH:43]2)[CH2:31][C:32]1[CH:37]=[CH:36][C:35](O)=[CH:34][CH:33]=1)C.C([O-])([O-])=O.[K+].[K+].[OH-].[Na+]. The catalyst is CCO. The product is [CH3:50][C:30]([O:39][C:40]1[CH:41]=[C:42]2[C:47](=[CH:48][CH:49]=1)[N:46]=[CH:45][CH:44]=[CH:43]2)([CH2:31][C:32]1[CH:33]=[CH:34][C:35]([O:15][CH2:14][CH2:13][C:3]2[N:4]=[C:5]([C:7]3[CH:8]=[CH:9][CH:10]=[CH:11][CH:12]=3)[O:6][C:2]=2[CH3:1])=[CH:36][CH:37]=1)[C:29]([OH:51])=[O:28]. The yield is 0.500.